This data is from Reaction yield outcomes from USPTO patents with 853,638 reactions. The task is: Predict the reaction yield, written as a fraction of the theoretical maximum amount of product (1.0 means a 100% yield; for example, 0.34 means a 34% yield). (1) The reactants are [F:1][C:2]([F:12])([F:11])[C:3]1[CH:10]=[CH:9][C:6]([CH:7]=O)=[CH:5][CH:4]=1.S([O-])([O-])(=O)=O.[Mg+2].[NH2:19][C:20]1[CH:28]=[CH:27][CH:26]=[C:25]2[C:21]=1[CH2:22][O:23][C:24]2=[O:29]. The catalyst is C(#N)C. The product is [F:1][C:2]([F:12])([F:11])[C:3]1[CH:10]=[CH:9][C:6](/[CH:7]=[N:19]/[C:20]2[CH:28]=[CH:27][CH:26]=[C:25]3[C:21]=2[CH2:22][O:23][C:24]3=[O:29])=[CH:5][CH:4]=1. The yield is 0.680. (2) The reactants are Cl[S:2]([N:5]=[C:6]=[O:7])(=[O:4])=[O:3].[C:8]([OH:12])([CH3:11])([CH3:10])[CH3:9].[CH3:13][C:14]1[CH:15]=[C:16]([C:31]2[S:35][C:34]([C:36]3([OH:42])[CH2:41][CH2:40][NH:39][CH2:38][CH2:37]3)=[N:33][CH:32]=2)[CH:17]=[C:18]([NH:20][C:21]2[N:26]=[C:25]([C:27]([F:30])([F:29])[F:28])[CH:24]=[CH:23][N:22]=2)[CH:19]=1.C(N(CC)CC)C. The catalyst is C(Cl)Cl. The product is [C:8]([O:12][C:6](=[O:7])[NH:5][S:2]([N:39]1[CH2:38][CH2:37][C:36]([OH:42])([C:34]2[S:35][C:31]([C:16]3[CH:17]=[C:18]([NH:20][C:21]4[N:26]=[C:25]([C:27]([F:30])([F:28])[F:29])[CH:24]=[CH:23][N:22]=4)[CH:19]=[C:14]([CH3:13])[CH:15]=3)=[CH:32][N:33]=2)[CH2:41][CH2:40]1)(=[O:4])=[O:3])([CH3:11])([CH3:10])[CH3:9]. The yield is 0.820. (3) The product is [CH3:25][C:24]1[CH:23]=[C:22]([CH3:26])[NH:21][C:20](=[O:27])[C:19]=1[CH2:18][NH:17][C:15]([C:4]1[C:5]2[C:10]([CH3:11])=[N:9][N:8]([CH:12]([CH3:14])[CH3:13])[C:6]=2[N:7]=[C:2]([C:30]2[CH:29]=[N:28][CH:33]=[CH:32][CH:31]=2)[CH:3]=1)=[O:16]. The yield is 0.770. The catalyst is O1CCOCC1.O.C1C=CC(P(C2C=CC=CC=2)[C-]2C=CC=C2)=CC=1.C1C=CC(P(C2C=CC=CC=2)[C-]2C=CC=C2)=CC=1.Cl[Pd]Cl.[Fe+2].C(Cl)Cl. The reactants are Cl[C:2]1[CH:3]=[C:4]([C:15]([NH:17][CH2:18][C:19]2[C:20](=[O:27])[NH:21][C:22]([CH3:26])=[CH:23][C:24]=2[CH3:25])=[O:16])[C:5]2[C:10]([CH3:11])=[N:9][N:8]([CH:12]([CH3:14])[CH3:13])[C:6]=2[N:7]=1.[N:28]1[CH:33]=[CH:32][CH:31]=[C:30](B(O)O)[CH:29]=1.C(=O)([O-])[O-].[Na+].[Na+].O.